This data is from Catalyst prediction with 721,799 reactions and 888 catalyst types from USPTO. The task is: Predict which catalyst facilitates the given reaction. (1) Reactant: [NH2:1][CH2:2][CH2:3][N:4]([CH2:8][CH2:9][NH2:10])[CH2:5][CH2:6][NH2:7].[CH2:11]([CH:13]1[O:15][CH2:14]1)[Cl:12]. Product: [NH2:1][CH2:2][CH2:3][N:4]([CH2:8][CH2:9][NH2:10])[CH2:5][CH2:6][NH2:7].[CH2:11]([CH:13]1[O:15][CH2:14]1)[Cl:12]. The catalyst class is: 5. (2) Reactant: [C:1]([NH:4][C:5]1[CH:13]=[CH:12][C:8]([C:9](O)=[O:10])=[CH:7][N:6]=1)(=[O:3])[CH3:2].NC1C=CC(C(O)=O)=CN=1.CN1CCOCC1.ClC(OCC)=O.[H-].[Al+3].[Li+].[H-].[H-].[H-].[OH-].[Na+]. Product: [OH:10][CH2:9][C:8]1[CH:12]=[CH:13][C:5]([NH:4][C:1](=[O:3])[CH3:2])=[N:6][CH:7]=1. The catalyst class is: 20. (3) Reactant: [CH3:1][O:2][CH:3]([O:9][CH3:10])[CH2:4][O:5][CH2:6][CH2:7][OH:8].C(N(CC)CC)C.[Br:18][C:19]([CH3:24])([CH3:23])[C:20](Br)=[O:21]. Product: [CH3:1][O:2][CH:3]([O:9][CH3:10])[CH2:4][O:5][CH2:6][CH2:7][O:8][C:20](=[O:21])[C:19]([Br:18])([CH3:24])[CH3:23]. The catalyst class is: 4. (4) Reactant: O[C:2]1[CH:3]=[N:4][CH:5]=[CH:6][C:7]=1[NH:8][C:9](=[O:19])[C:10]1[CH:15]=[CH:14][C:13]([N+:16]([O-:18])=[O:17])=[CH:12][CH:11]=1.[OH-].[Na+]. Product: [N+:16]([C:13]1[CH:12]=[CH:11][C:10]([C:9]2[O:19][C:2]3[CH:3]=[N:4][CH:5]=[CH:6][C:7]=3[N:8]=2)=[CH:15][CH:14]=1)([O-:18])=[O:17]. The catalyst class is: 6. (5) Reactant: B(Br)(Br)Br.[CH2:5]([C:9]1[CH:14]=[C:13]([CH2:15][CH2:16][C:17]#[N:18])[CH:12]=[CH:11][C:10]=1[C:19]1[CH:24]=[CH:23][C:22]([O:25]C)=[C:21]([CH2:27][C:28]2[C:37]3[C:32](=[CH:33][CH:34]=[CH:35][CH:36]=3)[CH:31]=[CH:30][CH:29]=2)[CH:20]=1)[CH:6]([CH3:8])[CH3:7].O. Product: [OH:25][C:22]1[CH:23]=[CH:24][C:19]([C:10]2[CH:11]=[CH:12][C:13]([CH2:15][CH2:16][C:17]#[N:18])=[CH:14][C:9]=2[CH2:5][CH:6]([CH3:7])[CH3:8])=[CH:20][C:21]=1[CH2:27][C:28]1[C:37]2[C:32](=[CH:33][CH:34]=[CH:35][CH:36]=2)[CH:31]=[CH:30][CH:29]=1. The catalyst class is: 2.